From a dataset of Full USPTO retrosynthesis dataset with 1.9M reactions from patents (1976-2016). Predict the reactants needed to synthesize the given product. (1) Given the product [F:1][C:2]1[C:7]([F:8])=[CH:6][CH:5]=[CH:4][C:3]=1[C@:9]([NH:11][S@@:12]([C:14]([CH3:15])([CH3:17])[CH3:16])=[O:13])([CH3:10])[CH2:25][C:24]([O:23][C:19]([CH3:22])([CH3:21])[CH3:20])=[O:27], predict the reactants needed to synthesize it. The reactants are: [F:1][C:2]1[C:7]([F:8])=[CH:6][CH:5]=[CH:4][C:3]=1/[C:9](=[N:11]/[S@@:12]([C:14]([CH3:17])([CH3:16])[CH3:15])=[O:13])/[CH3:10].[Cl-].[C:19]([O:23][C:24](=[O:27])[CH2:25][Zn+])([CH3:22])([CH3:21])[CH3:20]. (2) Given the product [Cl:3][C:4]1[CH:5]=[C:6]([CH:10]([O:22][CH2:24][C:25]#[N:26])[CH2:11][CH2:12][N:13]([CH3:21])[C:14](=[O:20])[O:15][C:16]([CH3:17])([CH3:18])[CH3:19])[CH:7]=[CH:8][CH:9]=1, predict the reactants needed to synthesize it. The reactants are: [H-].[Na+].[Cl:3][C:4]1[CH:5]=[C:6]([CH:10]([OH:22])[CH2:11][CH2:12][N:13]([CH3:21])[C:14](=[O:20])[O:15][C:16]([CH3:19])([CH3:18])[CH3:17])[CH:7]=[CH:8][CH:9]=1.Br[CH2:24][C:25]#[N:26].[NH4+].[Cl-]. (3) Given the product [Br:1][C:2]1[CH:7]=[C:6]([Cl:8])[CH:5]=[C:4]([F:9])[C:3]=1[C:10]1[N:11]=[N:12][N:13]([CH3:15])[N:14]=1, predict the reactants needed to synthesize it. The reactants are: [Br:1][C:2]1[CH:7]=[C:6]([Cl:8])[CH:5]=[C:4]([F:9])[C:3]=1[C:10]1[NH:14][N:13]=[N:12][N:11]=1.[C:15](=O)([O-])[O-].[K+].[K+].IC. (4) The reactants are: [NH2:1][C@:2]12[CH2:37][CH2:36][C@@H:35]([C:38]([CH3:40])=[CH2:39])[C@@H:3]1[C@@H:4]1[C@@:17]([CH3:20])([CH2:18][CH2:19]2)[C@@:16]2([CH3:21])[C@@H:7]([C@:8]3([CH3:34])[C@@H:13]([CH2:14][CH2:15]2)[C:12]([CH3:23])([CH3:22])[C:11]([C:24]2[CH:33]=[CH:32][C:27]([C:28]([O:30]C)=[O:29])=[CH:26][CH:25]=2)=[CH:10][CH2:9]3)[CH2:6][CH2:5]1.CN(C)CCC(N[C@]12CC[C@@H](C(C)=C)[C@@H]1[C@@H]1[C@@](C)(CC2)[C@@]2(C)[C@@H]([C@]3(C)[C@@H](CC2)C(C)(C)C(C2C=CC(C(O)=O)=CC=2)=CC3)CC1)=O.[CH3:87][O:88][CH2:89][CH2:90][N:91]([CH3:96])[CH2:92][C:93](O)=[O:94]. Given the product [CH3:87][O:88][CH2:89][CH2:90][N:91]([CH3:96])[CH2:92][C:93]([NH:1][C@:2]12[CH2:37][CH2:36][C@@H:35]([C:38]([CH3:40])=[CH2:39])[C@@H:3]1[C@@H:4]1[C@@:17]([CH3:20])([CH2:18][CH2:19]2)[C@@:16]2([CH3:21])[C@@H:7]([C@:8]3([CH3:34])[C@@H:13]([CH2:14][CH2:15]2)[C:12]([CH3:23])([CH3:22])[C:11]([C:24]2[CH:25]=[CH:26][C:27]([C:28]([OH:30])=[O:29])=[CH:32][CH:33]=2)=[CH:10][CH2:9]3)[CH2:6][CH2:5]1)=[O:94], predict the reactants needed to synthesize it.